Dataset: CYP2C9 inhibition data for predicting drug metabolism from PubChem BioAssay. Task: Regression/Classification. Given a drug SMILES string, predict its absorption, distribution, metabolism, or excretion properties. Task type varies by dataset: regression for continuous measurements (e.g., permeability, clearance, half-life) or binary classification for categorical outcomes (e.g., BBB penetration, CYP inhibition). Dataset: cyp2c9_veith. (1) The compound is Cc1c(N(C)C)c(=O)n(-c2ccccc2)n1C. The result is 0 (non-inhibitor). (2) The compound is NC(N)=NC(=O)c1nc(Cl)c(N2CCCCCC2)nc1N. The result is 0 (non-inhibitor). (3) The molecule is O=C(O)c1ccccc1O.Oc1cccc2cccnc12. The result is 0 (non-inhibitor).